Dataset: Reaction yield outcomes from USPTO patents with 853,638 reactions. Task: Predict the reaction yield, written as a fraction of the theoretical maximum amount of product (1.0 means a 100% yield; for example, 0.34 means a 34% yield). (1) The reactants are Cl[C:2]1[N:3]=[C:4]([NH:11][C@@H:12]2[CH2:16][CH2:15][N:14]([C:17]([O:19][C:20]([CH3:23])([CH3:22])[CH3:21])=[O:18])[CH2:13]2)[C:5]2[S:10][CH:9]=[CH:8][C:6]=2[N:7]=1.Cl.[CH3:25][C:26]1[CH:30]=[C:29]([NH2:31])[S:28][N:27]=1.C1(P(C2C=CC=CC=2)C2C=CC3C(=CC=CC=3)C=2C2C3C(=CC=CC=3)C=CC=2P(C2C=CC=CC=2)C2C=CC=CC=2)C=CC=CC=1.C(=O)([O-])[O-].[Cs+].[Cs+]. The catalyst is O1CCOCC1.O.C(OCC)(=O)C.ClCCl.CCCCCC. The product is [CH3:25][C:26]1[CH:30]=[C:29]([NH:31][C:2]2[N:3]=[C:4]([NH:11][C@@H:12]3[CH2:16][CH2:15][N:14]([C:17]([O:19][C:20]([CH3:23])([CH3:22])[CH3:21])=[O:18])[CH2:13]3)[C:5]3[S:10][CH:9]=[CH:8][C:6]=3[N:7]=2)[S:28][N:27]=1. The yield is 0.806. (2) The reactants are [CH:1]1([CH2:7][C@H:8]([N:12]2[CH2:16][C:15]([O:17][C:18]3[CH:23]=[CH:22][CH:21]=[CH:20][CH:19]=3)=[CH:14][C:13]2=[O:24])[C:9]([OH:11])=O)[CH2:6][CH2:5][CH2:4][CH2:3][CH2:2]1.Cl.[CH3:26]N(C)CCCN=C=NCC.C(N(CC)C(C)C)(C)C.ON1C2C=CC=CC=2N=N1.Cl.[OH:57][C@@H:58]([CH2:88]O)[CH2:59][N:60]1[CH:64]=[CH:63][C:62]([NH:65]C(=O)[C@@H](N2CC(OC3C=CC=C(Cl)C=3Cl)=CC2=O)CC(C)C)=[N:61]1. The catalyst is ClCCl.C(OCC)(=O)C. The product is [CH:1]1([CH2:7][C@H:8]([N:12]2[CH2:16][C:15]([O:17][C:18]3[CH:19]=[CH:20][CH:21]=[CH:22][CH:23]=3)=[CH:14][C:13]2=[O:24])[C:9]([NH:65][C:62]2[CH:63]=[CH:64][N:60]([CH2:59][C:58]([OH:57])([CH3:88])[CH3:26])[N:61]=2)=[O:11])[CH2:2][CH2:3][CH2:4][CH2:5][CH2:6]1. The yield is 0.190.